Regression. Given two drug SMILES strings and cell line genomic features, predict the synergy score measuring deviation from expected non-interaction effect. From a dataset of NCI-60 drug combinations with 297,098 pairs across 59 cell lines. (1) Drug 1: COC1=C(C=C2C(=C1)N=CN=C2NC3=CC(=C(C=C3)F)Cl)OCCCN4CCOCC4. Drug 2: CC1CCC2CC(C(=CC=CC=CC(CC(C(=O)C(C(C(=CC(C(=O)CC(OC(=O)C3CCCCN3C(=O)C(=O)C1(O2)O)C(C)CC4CCC(C(C4)OC)O)C)C)O)OC)C)C)C)OC. Cell line: SNB-19. Synergy scores: CSS=22.6, Synergy_ZIP=-2.00, Synergy_Bliss=1.01, Synergy_Loewe=-2.90, Synergy_HSA=5.23. (2) Cell line: M14. Synergy scores: CSS=53.5, Synergy_ZIP=10.2, Synergy_Bliss=10.6, Synergy_Loewe=-26.9, Synergy_HSA=9.22. Drug 1: CC1=C2C(C(=O)C3(C(CC4C(C3C(C(C2(C)C)(CC1OC(=O)C(C(C5=CC=CC=C5)NC(=O)OC(C)(C)C)O)O)OC(=O)C6=CC=CC=C6)(CO4)OC(=O)C)OC)C)OC. Drug 2: C(=O)(N)NO.